From a dataset of TCR-epitope binding with 47,182 pairs between 192 epitopes and 23,139 TCRs. Binary Classification. Given a T-cell receptor sequence (or CDR3 region) and an epitope sequence, predict whether binding occurs between them. The epitope is SQASSRSSSR. The TCR CDR3 sequence is CASSQGLAGGYEQYF. Result: 0 (the TCR does not bind to the epitope).